This data is from Catalyst prediction with 721,799 reactions and 888 catalyst types from USPTO. The task is: Predict which catalyst facilitates the given reaction. (1) Reactant: [CH3:1][N:2]1[C:7](=[O:8])[C:6]([NH:9][C:10]2[CH:19]=[C:13]3[CH2:14][N:15]([CH3:18])[CH2:16][CH2:17][N:12]3[N:11]=2)=[CH:5][C:4]([C:20]2[CH:25]=[CH:24][N:23]=[C:22]([N:26]3[C:38](=[O:39])[C:37]4[N:29]([C:30]5[C@H:31]6[CH2:40][C@@H:34]([C:35]=5[CH:36]=4)[CH2:33][CH2:32]6)[CH2:28][CH2:27]3)[C:21]=2[CH:41]=[O:42])=[CH:3]1.[BH4-].[Na+]. Product: [OH:42][CH2:41][C:21]1[C:22]([N:26]2[CH2:27][CH2:28][N:29]3[C:30]4[CH:31]5[CH2:40][CH:34]([C:35]=4[CH:36]=[C:37]3[C:38]2=[O:39])[CH2:33][CH2:32]5)=[N:23][CH:24]=[CH:25][C:20]=1[C:4]1[CH:5]=[C:6]([NH:9][C:10]2[CH:19]=[C:13]3[CH2:14][N:15]([CH3:18])[CH2:16][CH2:17][N:12]3[N:11]=2)[C:7](=[O:8])[N:2]([CH3:1])[CH:3]=1. The catalyst class is: 5. (2) Reactant: [NH2:1][C:2]1[C:7]([S:8](Cl)(=O)=O)=[CH:6][C:5]([Br:12])=[CH:4][N:3]=1.C1(P(C2C=CC=CC=2)C2C=CC=CC=2)C=CC=CC=1.C(=O)([O-])[O-].[K+].[K+].Br[CH2:39][CH2:40][C:41]([CH3:44])([OH:43])[CH3:42]. Product: [NH2:1][C:2]1[C:7]([S:8][CH2:39][CH2:40][C:41]([CH3:44])([OH:43])[CH3:42])=[CH:6][C:5]([Br:12])=[CH:4][N:3]=1. The catalyst class is: 38. (3) Reactant: C1C(=O)N([Br:8])C(=O)C1.[F:9][C:10]1[N:15]=[C:14]([CH3:16])[CH:13]=[CH:12][CH:11]=1.CC(N=NC(C#N)(C)C)(C#N)C.CCCCCC. The catalyst class is: 25. Product: [Br:8][CH2:16][C:14]1[CH:13]=[CH:12][CH:11]=[C:10]([F:9])[N:15]=1.